Regression. Given a peptide amino acid sequence and an MHC pseudo amino acid sequence, predict their binding affinity value. This is MHC class I binding data. From a dataset of Peptide-MHC class I binding affinity with 185,985 pairs from IEDB/IMGT. (1) The peptide sequence is IVIYIVQML. The MHC is Mamu-A01 with pseudo-sequence Mamu-A01. The binding affinity (normalized) is 0. (2) The peptide sequence is EVIEQWHSL. The MHC is HLA-A02:03 with pseudo-sequence HLA-A02:03. The binding affinity (normalized) is 0.353.